From a dataset of Forward reaction prediction with 1.9M reactions from USPTO patents (1976-2016). Predict the product of the given reaction. (1) The product is: [CH2:1]([O:3][C:4]([C:5]1[N:8]=[C:15]([CH3:16])[O:7][N:6]=1)([O:10][CH2:11][CH3:12])[CH3:9])[CH3:2]. Given the reactants [CH2:1]([O:3][C:4]([O:10][CH2:11][CH3:12])([CH3:9])[C:5]([NH2:8])=[N:6][OH:7])[CH3:2].CO[C:15](OC)(N(C)C)[CH3:16].C(OCC)(=O)C, predict the reaction product. (2) Given the reactants [CH3:1][O:2][C:3]1[CH:8]=[CH:7][CH:6]=[CH:5][C:4]=1[S:9]([C:11]1[CH:16]=[CH:15][CH:14]=[C:13]([N+:17]([O-])=O)[CH:12]=1)=[O:10].[Cl-].[NH4+], predict the reaction product. The product is: [CH3:1][O:2][C:3]1[CH:8]=[CH:7][CH:6]=[CH:5][C:4]=1[S:9]([C:11]1[CH:12]=[C:13]([CH:14]=[CH:15][CH:16]=1)[NH2:17])=[O:10]. (3) Given the reactants C([O:3][C:4]([C:6]1[S:7][C:8]2[C:9]([CH:44]=1)=[CH:10][C:11]1[C:12]([O:35][CH2:36][CH:37]([CH2:42][CH3:43])[CH2:38][CH2:39][CH2:40][CH3:41])=[C:13]3[S:29][C:28]([C:30]([O:32]CC)=[O:31])=[CH:27][C:14]3=[CH:15][C:16]=1[C:17]=2[O:18][CH2:19][CH:20]([CH2:25][CH3:26])[CH2:21][CH2:22][CH2:23][CH3:24])=[O:5])C.O.[OH-].[Li+], predict the reaction product. The product is: [CH2:25]([CH:20]([CH2:21][CH2:22][CH2:23][CH3:24])[CH2:19][O:18][C:17]1[C:16]2[CH:15]=[C:14]3[CH:27]=[C:28]([C:30]([OH:32])=[O:31])[S:29][C:13]3=[C:12]([O:35][CH2:36][CH:37]([CH2:42][CH3:43])[CH2:38][CH2:39][CH2:40][CH3:41])[C:11]=2[CH:10]=[C:9]2[CH:44]=[C:6]([C:4]([OH:5])=[O:3])[S:7][C:8]=12)[CH3:26]. (4) Given the reactants [Li]CCCC.[CH3:6][CH2:7][CH2:8][CH2:9][CH2:10][CH3:11].[C:12]([O:16][C:17]([N:19]1CCC[C@@H]1C=O)=[O:18])([CH3:15])([CH3:14])[CH3:13], predict the reaction product. The product is: [C:12]([O:16][C:17]([N:19]1[CH2:11][CH2:10][CH2:9][C@@H:8]1[CH:7]=[CH2:6])=[O:18])([CH3:15])([CH3:14])[CH3:13]. (5) Given the reactants CCN(CC)CC.[C:8](Cl)(=[O:20])[O:9][C:10]1[CH:15]=[CH:14][CH:13]=[C:12]([C:16]([F:19])([F:18])[F:17])[CH:11]=1.[NH2:22][C:23]1[CH:24]=[CH:25][C:26]([CH3:40])=[C:27]([C:29]2[CH:30]=[C:31]3[C:36](=[CH:37][CH:38]=2)[N:35]=[C:34]([NH2:39])[N:33]=[CH:32]3)[CH:28]=1, predict the reaction product. The product is: [NH2:39][C:34]1[N:33]=[CH:32][C:31]2[C:36](=[CH:37][CH:38]=[C:29]([C:27]3[CH:28]=[C:23]([NH:22][C:8](=[O:20])[O:9][C:10]4[CH:15]=[CH:14][CH:13]=[C:12]([C:16]([F:19])([F:18])[F:17])[CH:11]=4)[CH:24]=[CH:25][C:26]=3[CH3:40])[CH:30]=2)[N:35]=1. (6) Given the reactants [Cl:1][C:2]1[CH:27]=[N:26][C:5]2=[N:6][C:7]([N:12]3[CH2:16][CH2:15][C@@H:14]([N:17]([CH3:25])[C:18](=[O:24])[O:19][C:20]([CH3:23])([CH3:22])[CH3:21])[CH2:13]3)=[C:8]([NH:10][NH2:11])[N:9]=[C:4]2[CH:3]=1.[CH:28](OC)(OC)OC, predict the reaction product. The product is: [Cl:1][C:2]1[CH:27]=[N:26][C:5]2[N:6]=[C:7]([N:12]3[CH2:16][CH2:15][C@@H:14]([N:17]([CH3:25])[C:18](=[O:24])[O:19][C:20]([CH3:23])([CH3:21])[CH3:22])[CH2:13]3)[C:8]3[N:9]([CH:28]=[N:11][N:10]=3)[C:4]=2[CH:3]=1. (7) Given the reactants I[C:2]1[C:7]2[N:8]=[C:9]([C:11]3[CH:16]=[CH:15][C:14]([O:17][CH3:18])=[CH:13][CH:12]=3)[S:10][C:6]=2[CH:5]=[C:4]([O:19][CH3:20])[CH:3]=1.[Cu][C:22]#[N:23].Cl, predict the reaction product. The product is: [C:22]([C:2]1[C:7]2[N:8]=[C:9]([C:11]3[CH:16]=[CH:15][C:14]([O:17][CH3:18])=[CH:13][CH:12]=3)[S:10][C:6]=2[CH:5]=[C:4]([O:19][CH3:20])[CH:3]=1)#[N:23]. (8) The product is: [OH:6][C:7]1[CH:8]=[CH:9][C:10]2[CH2:19][CH2:18][CH2:17][C:16]3[N:15]=[C:14]([C:20]4[CH:25]=[CH:24][N:23]=[CH:22][CH:21]=4)[NH:13][C:12]=3[C:11]=2[CH:26]=1. Given the reactants P(Cl)(Cl)Cl.C[O:6][C:7]1[CH:8]=[CH:9][C:10]2[CH2:19][CH2:18][CH2:17][C:16]3[N:15]=[C:14]([C:20]4[CH:25]=[CH:24][N:23]=[CH:22][CH:21]=4)[NH:13][C:12]=3[C:11]=2[CH:26]=1.C(=O)(O)[O-].[Na+].C(OCC)(=O)C, predict the reaction product. (9) Given the reactants [BH4-].[Na+].[I-].[CH2:4]([O:11][C:12]([NH:14][C:15]1[CH:20]=[CH:19][C:18]([C:21]2[CH:26]=[CH:25][N+:24]([CH3:27])=[CH:23][C:22]=2[O:28][CH3:29])=[CH:17][C:16]=1[O:30][CH:31]([CH3:33])[CH3:32])=[O:13])[C:5]1[CH:10]=[CH:9][CH:8]=[CH:7][CH:6]=1.O.C(=O)(O)[O-].[Na+], predict the reaction product. The product is: [CH2:4]([O:11][C:12](=[O:13])[NH:14][C:15]1[CH:20]=[CH:19][C:18]([C:21]2[CH2:26][CH2:25][N:24]([CH3:27])[CH2:23][C:22]=2[O:28][CH3:29])=[CH:17][C:16]=1[O:30][CH:31]([CH3:32])[CH3:33])[C:5]1[CH:10]=[CH:9][CH:8]=[CH:7][CH:6]=1.